Dataset: Catalyst prediction with 721,799 reactions and 888 catalyst types from USPTO. Task: Predict which catalyst facilitates the given reaction. (1) Reactant: [C:9](O[C:9]([O:11][C:12]([CH3:15])([CH3:14])[CH3:13])=[O:10])([O:11][C:12]([CH3:15])([CH3:14])[CH3:13])=[O:10].[OH:16][CH:17]1[CH2:22][CH2:21][NH:20][CH2:19][CH2:18]1.O1CCC[CH2:24]1. Product: [C:9]([N:20]1[CH2:21][CH2:22][CH:17]([O:16][CH3:24])[CH2:18][CH2:19]1)([O:11][C:12]([CH3:13])([CH3:14])[CH3:15])=[O:10]. The catalyst class is: 17. (2) Reactant: N1([N:7]=[CH:8][C:9]2[N:10]=[CH:11][N:12](C(C3C=CC=CC=3)(C3C=CC=CC=3)C3C=CC=CC=3)[CH:13]=2)CCCCC1.C1COCC1.C(O)C.[ClH:41]. Product: [ClH:41].[ClH:41].[NH:12]1[CH:13]=[C:9]([CH2:8][NH2:7])[N:10]=[CH:11]1. The catalyst class is: 78. (3) Reactant: [Br:1][C:2]1[C:3]([CH3:12])=[C:4]([CH:8]=[C:9]([I:11])[CH:10]=1)[C:5]([OH:7])=O.Cl.[NH2:14][CH2:15][C:16]1[C:17](=[O:24])[NH:18][C:19]([CH3:23])=[CH:20][C:21]=1[CH3:22].F[P-](F)(F)(F)(F)F.N1(OC(N(C)C)=[N+](C)C)C2N=CC=CC=2N=N1.C(N(CC)CC)C. Product: [Br:1][C:2]1[C:3]([CH3:12])=[C:4]([CH:8]=[C:9]([I:11])[CH:10]=1)[C:5]([NH:14][CH2:15][C:16]1[C:17](=[O:24])[NH:18][C:19]([CH3:23])=[CH:20][C:21]=1[CH3:22])=[O:7]. The catalyst class is: 255.